Dataset: Catalyst prediction with 721,799 reactions and 888 catalyst types from USPTO. Task: Predict which catalyst facilitates the given reaction. Reactant: [CH3:1][O:2][C:3]([C:5]1[N:9]2[CH:10]=[CH:11][N:12]=[C:13](Cl)[C:8]2=[N:7][C:6]=1[CH2:15][CH3:16])=[O:4].[Cl:17][C:18]1[CH:23]=[C:22]([Cl:24])[CH:21]=[CH:20][C:19]=1B(O)O. Product: [CH3:1][O:2][C:3]([C:5]1[N:9]2[CH:10]=[CH:11][N:12]=[C:13]([C:21]3[CH:20]=[CH:19][C:18]([Cl:17])=[CH:23][C:22]=3[Cl:24])[C:8]2=[N:7][C:6]=1[CH2:15][CH3:16])=[O:4]. The catalyst class is: 224.